From a dataset of Reaction yield outcomes from USPTO patents with 853,638 reactions. Predict the reaction yield, written as a fraction of the theoretical maximum amount of product (1.0 means a 100% yield; for example, 0.34 means a 34% yield). The product is [CH2:14]([O:11][C:9]([CH3:10])=[CH:8][C:2](=[O:1])[C:3]([O:5][CH2:6][CH3:7])=[O:4])[CH3:15]. The reactants are [O:1]=[C:2]([CH2:8][C:9](=[O:11])[CH3:10])[C:3]([O:5][CH2:6][CH3:7])=[O:4].C(OCC)(OCC)O[CH2:14][CH3:15].[Cl-].[NH4+]. The yield is 0.790. The catalyst is C(O)C.